Predict the reactants needed to synthesize the given product. From a dataset of Full USPTO retrosynthesis dataset with 1.9M reactions from patents (1976-2016). (1) The reactants are: N[C:2]1[CH:19]=[C:18]([C:20]([F:23])([F:22])[F:21])[C:5]2[N:6]([C:10]3[CH:15]=[CH:14][C:13]([Cl:16])=[CH:12][C:11]=3[Cl:17])[C:7](=[O:9])[NH:8][C:4]=2[CH:3]=1.[C:24]([Cu])#[N:25].N(OC(C)(C)C)=O. Given the product [Cl:17][C:11]1[CH:12]=[C:13]([Cl:16])[CH:14]=[CH:15][C:10]=1[N:6]1[C:5]2[C:18]([C:20]([F:23])([F:21])[F:22])=[CH:19][C:2]([C:24]#[N:25])=[CH:3][C:4]=2[NH:8][C:7]1=[O:9], predict the reactants needed to synthesize it. (2) Given the product [Cl:1][C:2]1[CH:3]=[C:4]([OH:12])[CH:5]=[C:6]([N+:8]([O-:10])=[O:9])[CH:7]=1, predict the reactants needed to synthesize it. The reactants are: [Cl:1][C:2]1[CH:7]=[C:6]([N+:8]([O-:10])=[O:9])[CH:5]=[C:4](Cl)[CH:3]=1.[OH-:12].[K+].C(P(C(C)(C)C)C1(C(C)C)CC(C(C)C)=CC(C(C)C)=C1C1C=CC=CC=1)(C)(C)C.Cl. (3) Given the product [Br:8][C:6]1[CH:5]=[CH:4][C:3]([N+:9]([O-:11])=[O:10])=[C:2]([NH:16][CH2:15][CH2:14][O:13][CH3:12])[CH:7]=1, predict the reactants needed to synthesize it. The reactants are: Br[C:2]1[CH:7]=[C:6]([Br:8])[CH:5]=[CH:4][C:3]=1[N+:9]([O-:11])=[O:10].[CH3:12][O:13][CH2:14][CH2:15][NH2:16]. (4) Given the product [CH3:16][CH:17]1[CH2:39][C:38]2[C:19](=[CH:20][C:21]3[N+:26]([O-:27])=[N:25][C:24]([CH2:28][CH2:29][CH2:30][N:31]4[CH2:32][CH2:33][O:34][CH2:35][CH2:36]4)=[N+:23]([O-:4])[C:22]=3[CH:37]=2)[CH2:18]1, predict the reactants needed to synthesize it. The reactants are: OO.C(OC(C(F)(F)F)=O)(C(F)(F)F)=[O:4].[CH3:16][CH:17]1[CH2:39][C:38]2[C:19](=[CH:20][C:21]3[N+:26]([O-:27])=[N:25][C:24]([CH2:28][CH2:29][CH2:30][N:31]4[CH2:36][CH2:35][O:34][CH2:33][CH2:32]4)=[N:23][C:22]=3[CH:37]=2)[CH2:18]1.C(O)(C(F)(F)F)=O. (5) Given the product [CH:1]([CH:4]1[C:12]2[C:7](=[CH:8][CH:9]=[C:10]([N+:15]([O-:17])=[O:16])[CH:11]=2)[N:6]([CH3:13])[C:5]1=[O:14])([CH3:3])[CH3:2], predict the reactants needed to synthesize it. The reactants are: [CH:1]([CH:4]1[C:12]2[C:7](=[CH:8][CH:9]=[CH:10][CH:11]=2)[N:6]([CH3:13])[C:5]1=[O:14])([CH3:3])[CH3:2].[N+:15]([O-])([OH:17])=[O:16]. (6) Given the product [CH3:1][C:2]1([CH3:7])[CH2:6][O:5][CH2:4][N:3]1[C:18](=[O:19])[CH2:17][CH2:16][NH:15][C:8](=[O:9])[O:10][C:11]([CH3:12])([CH3:13])[CH3:14], predict the reactants needed to synthesize it. The reactants are: [CH3:1][C:2]1([CH3:7])[CH2:6][O:5][CH2:4][NH:3]1.[C:8]([NH:15][CH2:16][CH2:17][C:18](O)=[O:19])([O:10][C:11]([CH3:14])([CH3:13])[CH3:12])=[O:9].C(N(CC)CC)C.[I-].ClC1C=CC=C[N+]=1C. (7) Given the product [Br:1][C:2]1[CH:11]=[C:10]2[C:5]([C:6](=[O:24])[N:7]([NH:12][C:36]3[CH:37]=[C:38]([CH:41]=[CH:42][C:35]=3[S:32]([CH2:30][CH3:31])(=[O:33])=[O:34])[C:39]#[N:40])[CH:8]=[N:9]2)=[CH:4][C:3]=1[O:25][C:26]([F:28])([F:27])[F:29], predict the reactants needed to synthesize it. The reactants are: [Br:1][C:2]1[CH:11]=[C:10]2[C:5]([C:6](=[O:24])[N:7]([NH:12]C3C=C(C=CC=3SCC)C#N)[CH:8]=[N:9]2)=[CH:4][C:3]=1[O:25][C:26]([F:29])([F:28])[F:27].[CH2:30]([S:32]([C:35]1[CH:42]=[CH:41][C:38]([C:39]#[N:40])=[CH:37][C:36]=1C)(=[O:34])=[O:33])[CH3:31].